From a dataset of Forward reaction prediction with 1.9M reactions from USPTO patents (1976-2016). Predict the product of the given reaction. (1) Given the reactants [CH:1]1([C:4]([C:6](=[CH:12]N(C)C)[C:7]([O:9][CH2:10][CH3:11])=[O:8])=O)[CH2:3][CH2:2]1.Cl.[N:17]1([C:23](=[NH:25])[NH2:24])[CH2:22][CH2:21][O:20][CH2:19][CH2:18]1.[O-]CC.[Na+], predict the reaction product. The product is: [CH:1]1([C:4]2[C:6]([C:7]([O:9][CH2:10][CH3:11])=[O:8])=[CH:12][N:24]=[C:23]([N:17]3[CH2:22][CH2:21][O:20][CH2:19][CH2:18]3)[N:25]=2)[CH2:3][CH2:2]1. (2) Given the reactants [O:1]1[CH2:6][CH2:5][CH:4]([C:7](=O)[CH3:8])[CH2:3][CH2:2]1.[CH3:10][C:11]([S@:14]([NH2:16])=[O:15])([CH3:13])[CH3:12], predict the reaction product. The product is: [CH3:10][C:11]([S@:14](/[N:16]=[C:7](/[CH:4]1[CH2:5][CH2:6][O:1][CH2:2][CH2:3]1)\[CH3:8])=[O:15])([CH3:13])[CH3:12]. (3) Given the reactants [CH2:1]([O:3][C:4]1[CH:11]=[CH:10][CH:9]=[CH:8][C:5]=1[CH:6]=O)[CH3:2].C([NH:31][CH2:32][CH2:33][N:34]1[C:38](=[O:39])[CH2:37][S:36][C:35]1=[O:40])(C1C=CC=CC=1)(C1C=CC=CC=1)C1C=CC=CC=1.N1CCCCC1.NCCN1C(=O)/C(=C/C2C=CC=CC=2)/SC1=O, predict the reaction product. The product is: [NH2:31][CH2:32][CH2:33][N:34]1[C:38](=[O:39])/[C:37](=[CH:6]/[C:5]2[CH:8]=[CH:9][CH:10]=[CH:11][C:4]=2[O:3][CH2:1][CH3:2])/[S:36][C:35]1=[O:40]. (4) Given the reactants [CH3:1][N:2]1[C:6]([C:7](=[O:23])[NH:8][CH2:9][CH2:10][C:11]2[N:12]=[C:13]([C:17]3[CH:22]=[CH:21][CH:20]=[CH:19][CH:18]=3)[O:14][C:15]=2[CH3:16])=[C:5]([C:24]([OH:26])=O)[CH:4]=[N:3]1.[NH:27]1[CH2:31][CH2:30][CH2:29][CH2:28]1, predict the reaction product. The product is: [CH3:16][C:15]1[O:14][C:13]([C:17]2[CH:22]=[CH:21][CH:20]=[CH:19][CH:18]=2)=[N:12][C:11]=1[CH2:10][CH2:9][NH:8][C:7]([C:6]1[N:2]([CH3:1])[N:3]=[CH:4][C:5]=1[C:24]([N:27]1[CH2:31][CH2:30][CH2:29][CH2:28]1)=[O:26])=[O:23].